Dataset: Forward reaction prediction with 1.9M reactions from USPTO patents (1976-2016). Task: Predict the product of the given reaction. (1) Given the reactants [CH:1]1([N:7]([CH3:30])[S:8]([CH2:11][CH2:12][NH:13][CH2:14][C:15]2[CH:20]=[C:19]([C:21](=[O:28])[C:22]3[CH:27]=[CH:26][CH:25]=[CH:24][CH:23]=3)[CH:18]=[CH:17][C:16]=2[NH2:29])(=[O:10])=[O:9])[CH2:6][CH2:5][CH2:4][CH2:3][CH2:2]1.[N:31]#[C:32]Br, predict the reaction product. The product is: [CH:1]1([N:7]([CH3:30])[S:8]([CH2:11][CH2:12][N:13]2[CH2:14][C:15]3[C:16](=[CH:17][CH:18]=[C:19]([C:21](=[O:28])[C:22]4[CH:27]=[CH:26][CH:25]=[CH:24][CH:23]=4)[CH:20]=3)[N:29]=[C:32]2[NH2:31])(=[O:10])=[O:9])[CH2:2][CH2:3][CH2:4][CH2:5][CH2:6]1. (2) Given the reactants [Br:1][C:2]1[CH:3]=[C:4]([C:8]([OH:10])=[O:9])[S:5][C:6]=1[Br:7].S(=O)(=O)(O)O.[CH3:16]O, predict the reaction product. The product is: [Br:1][C:2]1[CH:3]=[C:4]([C:8]([O:10][CH3:16])=[O:9])[S:5][C:6]=1[Br:7].